From a dataset of Forward reaction prediction with 1.9M reactions from USPTO patents (1976-2016). Predict the product of the given reaction. (1) Given the reactants C(OC([N:8]1[C:13]2[CH:14]=[C:15]([Cl:18])[CH:16]=[CH:17][C:12]=2[O:11][CH:10]([C:19]([N:21]2[CH2:26][CH2:25][N:24]([CH2:27][C:28]3[CH:33]=[CH:32][C:31]([F:34])=[CH:30][CH:29]=3)[CH2:23][C@H:22]2[CH3:35])=[O:20])[CH2:9]1)=O)(C)(C)C.FC(F)(F)C(O)=O, predict the reaction product. The product is: [Cl:18][C:15]1[CH:16]=[CH:17][C:12]2[O:11][CH:10]([C:19]([N:21]3[CH2:26][CH2:25][N:24]([CH2:27][C:28]4[CH:33]=[CH:32][C:31]([F:34])=[CH:30][CH:29]=4)[CH2:23][C@H:22]3[CH3:35])=[O:20])[CH2:9][NH:8][C:13]=2[CH:14]=1. (2) The product is: [F:1][C:2]1[CH:7]=[CH:6][CH:5]=[CH:4][C:3]=1[N:8]1[C:16]2[C:11](=[C:12]([N:17]3[CH2:21][CH2:20][N:19]([CH2:22][C:23]([N:29]4[CH2:30][C@H:32]5[CH2:34][C@@H:33]4[CH2:35][O:43]5)=[O:24])[C:18]3=[O:26])[CH:13]=[CH:14][CH:15]=2)[CH:10]=[N:9]1. Given the reactants [F:1][C:2]1[CH:7]=[CH:6][CH:5]=[CH:4][C:3]=1[N:8]1[C:16]2[C:11](=[C:12]([N:17]3[CH2:21][CH2:20][N:19]([CH2:22][C:23](O)=[O:24])[C:18]3=[O:26])[CH:13]=[CH:14][CH:15]=2)[CH:10]=[N:9]1.C([N:29]([CH:33]([CH3:35])[CH3:34])[CH:30]([CH3:32])C)C.CN(C([O:43]N1N=NC2C=CC=NC1=2)=[N+](C)C)C.F[P-](F)(F)(F)(F)F, predict the reaction product.